This data is from Forward reaction prediction with 1.9M reactions from USPTO patents (1976-2016). The task is: Predict the product of the given reaction. (1) Given the reactants [Li+].[OH-].[O:3]=[C:4]1[N:10]([CH:11]2[CH2:16][CH2:15][N:14]([C:17]([O:19][C@@H:20]([C:35]([O:37]C)=[O:36])[CH2:21][C:22]3[CH:33]=[C:32]([CH3:34])[C:25]4[NH:26][C:27]([N:29]([CH3:31])[CH3:30])=[N:28][C:24]=4[CH:23]=3)=[O:18])[CH2:13][CH2:12]2)[CH2:9][CH2:8][C:7]2[CH:39]=[CH:40][CH:41]=[CH:42][C:6]=2[NH:5]1.Cl, predict the reaction product. The product is: [O:3]=[C:4]1[N:10]([CH:11]2[CH2:12][CH2:13][N:14]([C:17]([O:19][C@@H:20]([C:35]([OH:37])=[O:36])[CH2:21][C:22]3[CH:33]=[C:32]([CH3:34])[C:25]4[NH:26][C:27]([N:29]([CH3:31])[CH3:30])=[N:28][C:24]=4[CH:23]=3)=[O:18])[CH2:15][CH2:16]2)[CH2:9][CH2:8][C:7]2[CH:39]=[CH:40][CH:41]=[CH:42][C:6]=2[NH:5]1. (2) Given the reactants [Cl:1][CH2:2][CH2:3][NH:4][C:5](=O)[C:6]([F:9])([F:8])[F:7].B.C1COCC1, predict the reaction product. The product is: [Cl:1][CH2:2][CH2:3][NH:4][CH2:5][C:6]([F:9])([F:8])[F:7]. (3) Given the reactants [CH3:1][O:2][N:3]=[C:4]([CH2:20][O:21][C:22]1[CH:27]=[CH:26][CH:25]=[C:24]([C:28]([F:31])([F:30])[F:29])[CH:23]=1)[CH2:5][NH:6][C:7]1[CH:12]=[C:11]([CH3:13])[C:10]([N+:14]([O-:16])=[O:15])=[CH:9][C:8]=1[N+:17]([O-])=O, predict the reaction product. The product is: [CH3:1][O:2][N:3]=[C:4]([CH2:20][O:21][C:22]1[CH:27]=[CH:26][CH:25]=[C:24]([C:28]([F:29])([F:31])[F:30])[CH:23]=1)[CH2:5][NH:6][C:7]1[CH:12]=[C:11]([CH3:13])[C:10]([N+:14]([O-:16])=[O:15])=[CH:9][C:8]=1[NH2:17]. (4) Given the reactants Cl.[Cl:2][C:3]1[CH:4]=[CH:5][C:6]([O:41][CH3:42])=[C:7]([CH:40]=1)[CH2:8][C@H:9]1[C:15](=[O:16])[N:14]([C:17]([NH:19][C@@H:20]([C:24]2[CH:32]=[CH:31][C:27]([C:28]([OH:30])=[O:29])=[C:26]([N+:33]([O-])=O)[CH:25]=2)[CH2:21][CH2:22][CH3:23])=[O:18])[CH2:13][C:12](=[N:36][O:37][CH2:38][CH3:39])[NH:11][CH2:10]1.C(OCC)(=O)C, predict the reaction product. The product is: [NH2:33][C:26]1[CH:25]=[C:24]([C@H:20]([NH:19][C:17]([N:14]2[C:15](=[O:16])[C@H:9]([CH2:8][C:7]3[CH:40]=[C:3]([Cl:2])[CH:4]=[CH:5][C:6]=3[O:41][CH3:42])[CH2:10][NH:11][C:12](=[N:36][O:37][CH2:38][CH3:39])[CH2:13]2)=[O:18])[CH2:21][CH2:22][CH3:23])[CH:32]=[CH:31][C:27]=1[C:28]([OH:30])=[O:29]. (5) Given the reactants [Cl:1][C:2]1[C:3](=[O:32])[N:4]([CH2:20][CH2:21][C:22]2[CH:31]=[CH:30][C:25]([C:26]([O:28][CH3:29])=[O:27])=[CH:24][CH:23]=2)[C:5](/[CH:9]=[CH:10]/[C:11]2[CH:16]=[CH:15][CH:14]=[C:13]([CH2:17][CH2:18][CH3:19])[CH:12]=2)=[C:6]([Cl:8])[CH:7]=1.C[N+]1([O-])CC[O:37]CC1.CC(O)C.C(OCC)(=O)C.[OH2:51], predict the reaction product. The product is: [Cl:1][C:2]1[C:3](=[O:32])[N:4]([CH2:20][CH2:21][C:22]2[CH:23]=[CH:24][C:25]([C:26]([O:28][CH3:29])=[O:27])=[CH:30][CH:31]=2)[C:5]([CH:9]([OH:37])[CH:10]([OH:51])[C:11]2[CH:16]=[CH:15][CH:14]=[C:13]([CH2:17][CH2:18][CH3:19])[CH:12]=2)=[C:6]([Cl:8])[CH:7]=1.